Dataset: NCI-60 drug combinations with 297,098 pairs across 59 cell lines. Task: Regression. Given two drug SMILES strings and cell line genomic features, predict the synergy score measuring deviation from expected non-interaction effect. (1) Drug 1: C1CCC(C1)C(CC#N)N2C=C(C=N2)C3=C4C=CNC4=NC=N3. Drug 2: CN(CC1=CN=C2C(=N1)C(=NC(=N2)N)N)C3=CC=C(C=C3)C(=O)NC(CCC(=O)O)C(=O)O. Cell line: CCRF-CEM. Synergy scores: CSS=32.5, Synergy_ZIP=-1.51, Synergy_Bliss=-6.07, Synergy_Loewe=-24.9, Synergy_HSA=-7.76. (2) Drug 1: CC1C(C(CC(O1)OC2CC(CC3=C2C(=C4C(=C3O)C(=O)C5=C(C4=O)C(=CC=C5)OC)O)(C(=O)C)O)N)O.Cl. Drug 2: CCCCC(=O)OCC(=O)C1(CC(C2=C(C1)C(=C3C(=C2O)C(=O)C4=C(C3=O)C=CC=C4OC)O)OC5CC(C(C(O5)C)O)NC(=O)C(F)(F)F)O. Cell line: SNB-75. Synergy scores: CSS=-0.405, Synergy_ZIP=-2.13, Synergy_Bliss=-6.54, Synergy_Loewe=-13.0, Synergy_HSA=-6.88. (3) Drug 1: C1=C(C(=O)NC(=O)N1)F. Drug 2: CN(CC1=CN=C2C(=N1)C(=NC(=N2)N)N)C3=CC=C(C=C3)C(=O)NC(CCC(=O)O)C(=O)O. Cell line: OVCAR-8. Synergy scores: CSS=30.6, Synergy_ZIP=-7.76, Synergy_Bliss=-6.23, Synergy_Loewe=-5.75, Synergy_HSA=-2.58. (4) Drug 1: C1=CC=C(C=C1)NC(=O)CCCCCCC(=O)NO. Drug 2: CN(C(=O)NC(C=O)C(C(C(CO)O)O)O)N=O. Cell line: HOP-92. Synergy scores: CSS=19.1, Synergy_ZIP=-5.33, Synergy_Bliss=-3.27, Synergy_Loewe=-16.0, Synergy_HSA=0.342. (5) Synergy scores: CSS=-4.69, Synergy_ZIP=2.62, Synergy_Bliss=6.14, Synergy_Loewe=-2.53, Synergy_HSA=-0.0291. Cell line: MALME-3M. Drug 2: C(CCl)NC(=O)N(CCCl)N=O. Drug 1: CN(C)C1=NC(=NC(=N1)N(C)C)N(C)C.